Task: Predict the product of the given reaction.. Dataset: Forward reaction prediction with 1.9M reactions from USPTO patents (1976-2016) (1) Given the reactants [C:1]([OH:7])(=[O:6])[CH2:2][CH2:3][CH2:4][CH3:5].[C:8]1([CH2:14][CH2:15]O)[CH:13]=[CH:12][CH:11]=[CH:10][CH:9]=1, predict the reaction product. The product is: [C:1]([O:7][CH2:15][CH2:14][C:8]1[CH:13]=[CH:12][CH:11]=[CH:10][CH:9]=1)(=[O:6])[CH2:2][CH2:3][CH2:4][CH3:5]. (2) Given the reactants CON(C)[C:4]([C:6]1[CH:15]=[CH:14][C:9]2[N:10]([CH3:13])[CH:11]=[N:12][C:8]=2[CH:7]=1)=[O:5].[CH3:17][Mg+].[Br-].[NH4+].[Cl-], predict the reaction product. The product is: [CH3:13][N:10]1[C:9]2[CH:14]=[CH:15][C:6]([C:4](=[O:5])[CH3:17])=[CH:7][C:8]=2[N:12]=[CH:11]1. (3) Given the reactants [CH3:1][C:2]1[C:3]([CH2:9][OH:10])=[N:4][CH:5]=[CH:6][C:7]=1[CH3:8], predict the reaction product. The product is: [CH3:1][C:2]1[C:3]([CH:9]=[O:10])=[N:4][CH:5]=[CH:6][C:7]=1[CH3:8]. (4) Given the reactants [N:1]12[CH2:8][CH2:7][C:4]([CH2:9][NH:10][C:11]([C:13]3[C:21]4[C:16](=[CH:17][CH:18]=[CH:19][CH:20]=4)[NH:15]C=3)=[O:12])([CH2:5][CH2:6]1)[CH2:3][CH2:2]2.[NH:22]1C2C(=CC=CC=2)C(C(Cl)=O)=N1, predict the reaction product. The product is: [N:1]12[CH2:8][CH2:7][C:4]([CH2:9][NH:10][C:11]([C:13]3[C:21]4[C:16](=[CH:17][CH:18]=[CH:19][CH:20]=4)[NH:15][N:22]=3)=[O:12])([CH2:5][CH2:6]1)[CH2:3][CH2:2]2. (5) Given the reactants Cl[C:2]1[C:7]([N+:8]([O-:10])=[O:9])=[CH:6][CH:5]=[C:4]([O:11][CH3:12])[N:3]=1.[F-:13].[K+].COC(=O)[C:18](Cl)([F:20])[F:19].[NH4+].[OH-].[NH4+].[Cl-], predict the reaction product. The product is: [CH3:12][O:11][C:4]1[N:3]=[C:2]([C:18]([F:20])([F:13])[F:19])[C:7]([N+:8]([O-:10])=[O:9])=[CH:6][CH:5]=1. (6) Given the reactants [OH:1][C:2]1[C:10]([CH3:11])=[CH:9][CH:8]=[CH:7][C:3]=1[C:4]([OH:6])=[O:5].OS(O)(=O)=O.[CH3:17]O, predict the reaction product. The product is: [CH3:17][O:5][C:4](=[O:6])[C:3]1[CH:7]=[CH:8][CH:9]=[C:10]([CH3:11])[C:2]=1[OH:1]. (7) The product is: [Cl:1][C:2]1[CH:7]=[CH:6][C:5]([C:8]#[N:9])=[CH:4][C:3]=1[CH2:10][S:11]([NH2:16])(=[O:13])=[O:12]. Given the reactants [Cl:1][C:2]1[CH:7]=[CH:6][C:5]([C:8]#[N:9])=[CH:4][C:3]=1[CH2:10][S:11](Cl)(=[O:13])=[O:12].[OH-].[NH4+:16].O.Cl, predict the reaction product.